Dataset: Catalyst prediction with 721,799 reactions and 888 catalyst types from USPTO. Task: Predict which catalyst facilitates the given reaction. (1) Reactant: [CH2:1]([C:5]1[C:14]([CH2:15][NH:16][C:17](=[O:23])[O:18][C:19]([CH3:22])([CH3:21])[CH3:20])=[C:13]([C:24]2[CH:29]=[CH:28][C:27]([CH3:30])=[CH:26][CH:25]=2)[C:12]2[C:7](=[CH:8][CH:9]=[C:10]([C:31]3[S:32][CH:33]=[C:34]([C:36](N(OC)C)=[O:37])[N:35]=3)[CH:11]=2)[N:6]=1)[CH:2]([CH3:4])[CH3:3].[CH3:42][Mg]Br.O. Product: [C:36]([C:34]1[N:35]=[C:31]([C:10]2[CH:11]=[C:12]3[C:7](=[CH:8][CH:9]=2)[N:6]=[C:5]([CH2:1][CH:2]([CH3:3])[CH3:4])[C:14]([CH2:15][NH:16][C:17](=[O:23])[O:18][C:19]([CH3:22])([CH3:20])[CH3:21])=[C:13]3[C:24]2[CH:25]=[CH:26][C:27]([CH3:30])=[CH:28][CH:29]=2)[S:32][CH:33]=1)(=[O:37])[CH3:42]. The catalyst class is: 7. (2) Reactant: C(OC([N:8]1[CH2:16][C:15]2[C:14]([O:17][C:18]3[CH:19]=[C:20]4[C:24](=[CH:25][CH:26]=3)[N:23]([C:27](=[O:39])[NH:28][C:29]3[CH:34]=[CH:33][CH:32]=[C:31]([C:35]([F:38])([F:37])[F:36])[CH:30]=3)[CH:22]=[CH:21]4)=[N:13][CH:12]=[N:11][C:10]=2[CH2:9]1)=O)(C)(C)C.C(O)(C(F)(F)F)=O. Product: [F:38][C:35]([F:36])([F:37])[C:31]1[CH:30]=[C:29]([NH:28][C:27]([N:23]2[C:24]3[C:20](=[CH:19][C:18]([O:17][C:14]4[C:15]5[CH2:16][NH:8][CH2:9][C:10]=5[N:11]=[CH:12][N:13]=4)=[CH:26][CH:25]=3)[CH:21]=[CH:22]2)=[O:39])[CH:34]=[CH:33][CH:32]=1. The catalyst class is: 2. (3) Reactant: [Br:1][C:2]1[CH:3]=[CH:4][C:5]([O:20][CH3:21])=[C:6]([C:8]([CH3:19])([CH3:18])[CH2:9][C:10]([OH:17])([C:13]([F:16])([F:15])[F:14])[CH2:11][OH:12])[CH:7]=1.C(N(CC)CC)C.[Cl-].[NH4+].C(OC)(C)(C)C. Product: [Br:1][C:2]1[CH:3]=[CH:4][C:5]([O:20][CH3:21])=[C:6]([C:8]([CH3:19])([CH3:18])[CH2:9][C:10]([OH:17])([C:13]([F:16])([F:15])[F:14])[CH:11]=[O:12])[CH:7]=1. The catalyst class is: 764. (4) Reactant: [N:1]1([C:6]2[CH2:10][CH2:9][O:8][N:7]=2)[CH2:5][CH2:4][CH2:3][CH2:2]1.[CH3:11][I:12]. Product: [I-:12].[O:8]1[CH2:9][CH2:10][C:6]([N+:1]2([CH3:11])[CH2:5][CH2:4][CH2:3][CH2:2]2)=[N:7]1. The catalyst class is: 5.